This data is from Full USPTO retrosynthesis dataset with 1.9M reactions from patents (1976-2016). The task is: Predict the reactants needed to synthesize the given product. (1) Given the product [CH2:21]([O:20][C:15]1[CH:14]=[CH:13][C:12]([NH:11][C:2]2[C:3]3[NH:10][CH:9]=[CH:8][C:4]=3[N:5]=[CH:6][N:7]=2)=[CH:17][C:16]=1[CH2:18][OH:19])[C:22]1[CH:23]=[CH:24][CH:25]=[CH:26][CH:27]=1, predict the reactants needed to synthesize it. The reactants are: Cl[C:2]1[C:3]2[NH:10][CH:9]=[CH:8][C:4]=2[N:5]=[CH:6][N:7]=1.[NH2:11][C:12]1[CH:13]=[CH:14][C:15]([O:20][CH2:21][C:22]2[CH:27]=[CH:26][CH:25]=[CH:24][CH:23]=2)=[C:16]([CH2:18][OH:19])[CH:17]=1. (2) Given the product [C:1]1([C:7]2[N:8]=[C:9]([C:16]([NH2:17])=[O:18])[C:10]3[NH:15][CH:14]=[CH:13][C:11]=3[N:12]=2)[CH:2]=[CH:3][CH:4]=[CH:5][CH:6]=1, predict the reactants needed to synthesize it. The reactants are: [C:1]1([C:7]2[N:8]=[C:9]([C:16]#[N:17])[C:10]3[NH:15][CH:14]=[CH:13][C:11]=3[N:12]=2)[CH:6]=[CH:5][CH:4]=[CH:3][CH:2]=1.[OH-:18].[K+]. (3) Given the product [NH2:26][C:23]1[CH:24]=[CH:25][C:20]([C:7]2[N:6]([CH:1]3[CH2:5][CH2:4][CH2:3][CH2:2]3)[C:10]3[CH:11]=[CH:12][C:13]([C:15]([O:17][CH2:18][CH3:19])=[O:16])=[CH:14][C:9]=3[N:8]=2)=[CH:21][CH:22]=1, predict the reactants needed to synthesize it. The reactants are: [CH:1]1([N:6]2[C:10]3[CH:11]=[CH:12][C:13]([C:15]([O:17][CH2:18][CH3:19])=[O:16])=[CH:14][C:9]=3[N:8]=[C:7]2[C:20]2[CH:25]=[CH:24][C:23]([N+:26]([O-])=O)=[CH:22][CH:21]=2)[CH2:5][CH2:4][CH2:3][CH2:2]1. (4) Given the product [CH2:1]([C:11]12[CH2:17][CH:14]([CH2:15][CH2:16]1)[CH:13]=[CH:12]2)[CH2:2][CH2:3][CH2:4][CH2:5][CH2:6][CH2:7][CH2:8][CH2:9][CH3:10].[C:3]1([CH2:2][CH2:1][C:11]23[CH2:17][CH:14]([CH2:15][CH2:16]2)[CH:13]=[CH:12]3)[CH:4]=[CH:5][CH:6]=[CH:7][CH:8]=1, predict the reactants needed to synthesize it. The reactants are: [CH2:1]([C:11]12[CH2:17][CH:14]([CH2:15][CH2:16]1)[CH:13]=[CH:12]2)[CH2:2][CH2:3][CH2:4][CH2:5][CH2:6][CH2:7][CH2:8][CH2:9][CH3:10].C=CCCCC. (5) Given the product [C:1]([C:5]1[CH:6]=[CH:7][CH:8]=[C:9]2[C:13]=1[NH:12][C:11]([C:14]([NH2:16])=[O:15])=[C:10]2[S:17]([N:20]1[CH2:25][CH2:24][O:23][CH2:22][CH2:21]1)(=[O:19])=[O:18])#[N:2], predict the reactants needed to synthesize it. The reactants are: [C:1]([Cu])#[N:2].N[C:5]1[CH:6]=[CH:7][CH:8]=[C:9]2[C:13]=1[NH:12][C:11]([C:14]([NH2:16])=[O:15])=[C:10]2[S:17]([N:20]1[CH2:25][CH2:24][O:23][CH2:22][CH2:21]1)(=[O:19])=[O:18].N(OC(C)(C)C)=O. (6) Given the product [OH:8][C:4]1[CH:3]=[C:2]([NH:1][C:9](=[O:16])[C:10]2[CH:15]=[CH:14][CH:13]=[CH:12][CH:11]=2)[CH:7]=[CH:6][CH:5]=1, predict the reactants needed to synthesize it. The reactants are: [NH2:1][C:2]1[CH:3]=[C:4]([OH:8])[CH:5]=[CH:6][CH:7]=1.[C:9](Cl)(=[O:16])[C:10]1[CH:15]=[CH:14][CH:13]=[CH:12][CH:11]=1. (7) The reactants are: C([O:3][C:4](=[O:37])[CH:5]([O:34][CH2:35][CH3:36])[CH2:6][C:7]1[CH:12]=[CH:11][C:10]([O:13][CH2:14][CH2:15][CH2:16][C:17]2[N:18]=[C:19]([C:23]3[CH:28]=[CH:27][C:26]([C:29]([CH3:32])([CH3:31])[CH3:30])=[CH:25][CH:24]=3)[S:20][C:21]=2[CH3:22])=[CH:9][C:8]=1[CH3:33])C.[Li+].[OH-]. Given the product [C:29]([C:26]1[CH:25]=[CH:24][C:23]([C:19]2[S:20][C:21]([CH3:22])=[C:17]([CH2:16][CH2:15][CH2:14][O:13][C:10]3[CH:11]=[CH:12][C:7]([CH2:6][CH:5]([O:34][CH2:35][CH3:36])[C:4]([OH:37])=[O:3])=[C:8]([CH3:33])[CH:9]=3)[N:18]=2)=[CH:28][CH:27]=1)([CH3:32])([CH3:30])[CH3:31], predict the reactants needed to synthesize it. (8) Given the product [Cl:1][CH2:2][C:3]1[CH:8]=[CH:7][C:6]([C:9]2[CH:14]=[CH:13][C:12]([F:17])=[CH:11][CH:10]=2)=[C:5]([O:15][CH3:16])[CH:4]=1, predict the reactants needed to synthesize it. The reactants are: [Cl:1][CH2:2][C:3]1[CH:8]=[CH:7][C:6]([C:9]2[CH:14]=[CH:13][CH:12]=[CH:11][CH:10]=2)=[C:5]([O:15][CH3:16])[CH:4]=1.[F:17]C1C=CC(C2C=CC(CO)=CC=2OC)=CC=1.